From a dataset of Reaction yield outcomes from USPTO patents with 853,638 reactions. Predict the reaction yield, written as a fraction of the theoretical maximum amount of product (1.0 means a 100% yield; for example, 0.34 means a 34% yield). The reactants are [CH2:1]([OH:19])[CH2:2][CH2:3][CH2:4][CH2:5][CH2:6][CH2:7][CH2:8]/[CH:9]=[CH:10]\[CH2:11]/[CH:12]=[CH:13]\[CH2:14][CH2:15][CH2:16][CH2:17][CH3:18].C(N(CC)CC)C.[CH3:27][S:28](Cl)(=[O:30])=[O:29]. The catalyst is C(Cl)Cl. The product is [S:28]([O:19][CH2:1][CH2:2][CH2:3][CH2:4][CH2:5][CH2:6][CH2:7][CH2:8]/[CH:9]=[CH:10]\[CH2:11]/[CH:12]=[CH:13]\[CH2:14][CH2:15][CH2:16][CH2:17][CH3:18])(=[O:30])(=[O:29])[CH3:27]. The yield is 0.970.